Task: Predict the reactants needed to synthesize the given product.. Dataset: Full USPTO retrosynthesis dataset with 1.9M reactions from patents (1976-2016) (1) Given the product [CH2:1]([C:3]1[CH:14]=[C:6]2[C:7]([OH:12])=[CH:8][C:9]([F:11])=[CH:10][N:5]2[N:4]=1)[CH3:2], predict the reactants needed to synthesize it. The reactants are: [CH2:1]([C:3]1[C:14](C(OCC)=O)=[C:6]2[C:7]([O:12]C)=[CH:8][C:9]([F:11])=[CH:10][N:5]2[N:4]=1)[CH3:2].B(Br)(Br)Br.O. (2) Given the product [CH3:1][O:2][C:3]1[CH:12]=[C:11]2[C:6]([CH:7]=[CH:8][C:9]([O:13][CH:14]3[C:19]4=[N:20][S:21](=[O:25])(=[O:24])[CH2:22][CH2:23][N:18]4[CH2:17][CH2:16][CH2:15]3)=[CH:10]2)=[CH:5][CH:4]=1, predict the reactants needed to synthesize it. The reactants are: [CH3:1][O:2][C:3]1[CH:12]=[C:11]2[C:6]([CH:7]=[CH:8][C:9]([O:13][C:14]3[C:19]4=[N:20][S:21](=[O:25])(=[O:24])[CH2:22][CH2:23][N:18]4[CH:17]=[CH:16][CH:15]=3)=[CH:10]2)=[CH:5][CH:4]=1.